Task: Predict the reaction yield, written as a fraction of the theoretical maximum amount of product (1.0 means a 100% yield; for example, 0.34 means a 34% yield).. Dataset: Reaction yield outcomes from USPTO patents with 853,638 reactions The reactants are [CH3:1][C@:2]12[C:10]([C:11]3([CH2:14][C:15]#[C:16][C:17]([OH:26])([C:22]([F:25])([F:24])[F:23])[C:18]([F:21])([F:20])[F:19])[CH2:13][CH2:12]3)=[CH:9][CH2:8][C@H:7]1[C@@H:6]([OH:27])[CH2:5][CH2:4][CH2:3]2.C(OCC)(=O)C.CCCCCC. The catalyst is [Pd].CC([O-])=O.CC([O-])=O.[Pb+2].C(O)C. The product is [CH3:1][C@:2]12[C:10]([C:11]3([CH2:14]/[CH:15]=[CH:16]\[C:17]([OH:26])([C:22]([F:23])([F:24])[F:25])[C:18]([F:20])([F:21])[F:19])[CH2:13][CH2:12]3)=[CH:9][CH2:8][C@H:7]1[C@@H:6]([OH:27])[CH2:5][CH2:4][CH2:3]2. The yield is 0.870.